From a dataset of Forward reaction prediction with 1.9M reactions from USPTO patents (1976-2016). Predict the product of the given reaction. Given the reactants I[C:2]1[CH:3]=[CH:4][C:5]2[N:6]([CH:8]=[C:9]([C:11]([NH:13][C:14]3[CH:19]=[CH:18][CH:17]=[CH:16][CH:15]=3)=[O:12])[N:10]=2)[CH:7]=1.[CH2:20](C([Sn])=C(CCCC)CCCC)[CH2:21]CC, predict the reaction product. The product is: [C:14]1([NH:13][C:11]([C:9]2[N:10]=[C:5]3[CH:4]=[CH:3][C:2]([CH:20]=[CH2:21])=[CH:7][N:6]3[CH:8]=2)=[O:12])[CH:19]=[CH:18][CH:17]=[CH:16][CH:15]=1.